This data is from Full USPTO retrosynthesis dataset with 1.9M reactions from patents (1976-2016). The task is: Predict the reactants needed to synthesize the given product. (1) Given the product [OH:16][C:11]1[C:12]([CH3:15])=[C:13]([CH3:14])[C:7]2[O:6][C:5]([C:3]3([OH:4])[O:26][CH2:23][CH2:22][N:21]([CH3:20])[CH2:2]3)=[CH:9][C:8]=2[CH:10]=1, predict the reactants needed to synthesize it. The reactants are: Br[CH2:2][C:3]([C:5]1[O:6][C:7]2[C:13]([CH3:14])=[C:12]([CH3:15])[C:11]([O:16]C(=O)C)=[CH:10][C:8]=2[CH:9]=1)=[O:4].[CH3:20][NH:21][CH:22](O)[CH3:23].C(=O)([O-])[O-:26].[K+].[K+].O. (2) Given the product [CH2:15]([O:14][C:12]([C:5]1[C:4]2[C:8](=[CH:9][CH:10]=[C:2]([O:1][CH2:17][CH:18]3[CH2:19][O:20]3)[CH:3]=2)[NH:7][C:6]=1[CH3:11])=[O:13])[CH3:16], predict the reactants needed to synthesize it. The reactants are: [OH:1][C:2]1[CH:3]=[C:4]2[C:8](=[CH:9][CH:10]=1)[NH:7][C:6]([CH3:11])=[C:5]2[C:12]([O:14][CH2:15][CH3:16])=[O:13].[CH2:17](OS(C1C=CC=C([N+]([O-])=O)C=1)(=O)=O)[CH:18]1[O:20][CH2:19]1.C(=O)([O-])[O-].[K+].[K+]. (3) Given the product [CH2:15]([O:6][C:5](=[O:7])[C:4]1[CH:8]=[CH:9][C:10]([F:11])=[C:2]([Cl:1])[CH:3]=1)[CH3:16], predict the reactants needed to synthesize it. The reactants are: [Cl:1][C:2]1[CH:3]=[C:4]([CH:8]=[CH:9][C:10]=1[F:11])[C:5]([OH:7])=[O:6].O.[OH-].[Na+].[CH3:15][CH2:16]O. (4) Given the product [CH2:1]([O:8][C:9]1[CH:10]=[C:11]2[C:16](=[CH:17][CH:18]=1)[N:15]([CH2:20][CH2:21][CH2:22][O:23][C:24]1[CH:29]=[CH:28][C:27]([O:30][C:31]([F:32])([F:33])[F:34])=[CH:26][CH:25]=1)[CH2:14][CH2:13][CH2:12]2)[C:2]1[CH:3]=[CH:4][CH:5]=[CH:6][CH:7]=1, predict the reactants needed to synthesize it. The reactants are: [CH2:1]([O:8][C:9]1[CH:10]=[C:11]2[C:16](=[CH:17][CH:18]=1)[NH:15][CH2:14][CH2:13][CH2:12]2)[C:2]1[CH:7]=[CH:6][CH:5]=[CH:4][CH:3]=1.Cl[CH2:20][CH2:21][CH2:22][O:23][C:24]1[CH:29]=[CH:28][C:27]([O:30][C:31]([F:34])([F:33])[F:32])=[CH:26][CH:25]=1.C(=O)([O-])[O-].[K+].[K+].[I-].[Na+].